Dataset: Reaction yield outcomes from USPTO patents with 853,638 reactions. Task: Predict the reaction yield, written as a fraction of the theoretical maximum amount of product (1.0 means a 100% yield; for example, 0.34 means a 34% yield). (1) The reactants are [CH:1]1([CH2:7][CH2:8][CH2:9][CH2:10][O:11][C:12](=[O:30])[NH:13][C@H:14]2[C:17](=[O:18])[N:16](C([Si](C)(C)C)[Si](C)(C)C)[C:15]2([CH3:29])[CH3:28])[CH2:6][CH2:5][CH2:4][CH2:3][CH2:2]1.O=[N+]([O-])[O-].[O-][N+](=O)[O-].[O-][N+](=O)[O-].[O-][N+](=O)[O-].[O-][N+](=O)[O-].[O-][N+](=O)[O-].[Ce+4].[NH4+].[NH4+].CC(C)=O.C([O-])(O)=O.[Na+]. The catalyst is CC#N.O.CCOC(C)=O. The product is [CH:1]1([CH2:7][CH2:8][CH2:9][CH2:10][O:11][C:12](=[O:30])[NH:13][C@@H:14]2[C:17](=[O:18])[NH:16][C:15]2([CH3:28])[CH3:29])[CH2:2][CH2:3][CH2:4][CH2:5][CH2:6]1. The yield is 0.260. (2) The reactants are NS(N)(=O)=O.Cl[CH2:7][CH2:8][CH2:9][S:10]([N:13]1[CH2:18][CH2:17][CH:16]([C:19]2[C:27]3[C:22](=[C:23]([C:34]([NH2:36])=[O:35])[CH:24]=[C:25]([C:28]4[CH:33]=[CH:32][CH:31]=[CH:30][CH:29]=4)[CH:26]=3)[NH:21][CH:20]=2)[CH2:15][CH2:14]1)(=[O:12])=[O:11].[CH3:37][N:38]1[CH2:43][CH2:42][NH:41][CH2:40][CH2:39]1.C([O-])([O-])=O.[K+].[K+].[Na+].[I-]. No catalyst specified. The product is [CH3:37][N:38]1[CH2:43][CH2:42][N:41]([CH2:7][CH2:8][CH2:9][S:10]([N:13]2[CH2:18][CH2:17][CH:16]([C:19]3[C:27]4[C:22](=[C:23]([C:34]([NH2:36])=[O:35])[CH:24]=[C:25]([C:28]5[CH:33]=[CH:32][CH:31]=[CH:30][CH:29]=5)[CH:26]=4)[NH:21][CH:20]=3)[CH2:15][CH2:14]2)(=[O:12])=[O:11])[CH2:40][CH2:39]1. The yield is 0.710.